Task: Predict the product of the given reaction.. Dataset: Forward reaction prediction with 1.9M reactions from USPTO patents (1976-2016) (1) Given the reactants [CH2:1]([CH2:11][C:12](=[O:14])[CH3:13])/[CH:2]=[C:3](/[CH2:5][CH2:6][CH:7]=[C:8]([CH3:10])[CH3:9])\[CH3:4].[CH3:15][C@@H:16]([CH2:23][CH2:24][CH2:25][CH:26]([CH3:28])[CH3:27])[CH2:17][CH2:18][CH2:19][C:20](=[O:22])[CH3:21], predict the reaction product. The product is: [CH3:4][C@@H:3]([CH2:5][CH2:6][CH2:7][CH:8]([CH3:10])[CH3:9])[CH2:2][CH2:1][CH2:11][C:12](=[O:14])[CH3:13].[CH3:15][C@H:16]([CH2:23][CH2:24][CH2:25][CH:26]([CH3:28])[CH3:27])[CH2:17][CH2:18][CH2:19][C:20](=[O:22])[CH3:21]. (2) Given the reactants [Cl:1][C:2]1[CH:12]=[CH:11][C:5]([O:6][CH2:7][C:8](Cl)=[O:9])=[CH:4][CH:3]=1.[Cl:13][C:14]1[CH:19]=[CH:18][C:17]([C:20]2[N:24]=[C:23]([CH2:25][NH:26][CH:27]([CH3:29])[CH3:28])[O:22][N:21]=2)=[CH:16][CH:15]=1.C(N(CC)CC)C, predict the reaction product. The product is: [Cl:1][C:2]1[CH:12]=[CH:11][C:5]([O:6][CH2:7][C:8]([N:26]([CH2:25][C:23]2[O:22][N:21]=[C:20]([C:17]3[CH:16]=[CH:15][C:14]([Cl:13])=[CH:19][CH:18]=3)[N:24]=2)[CH:27]([CH3:28])[CH3:29])=[O:9])=[CH:4][CH:3]=1. (3) Given the reactants [Cl:1][C:2]1[CH:8]=[CH:7][CH:6]=[C:5]([CH3:9])[C:3]=1[NH2:4].Cl[C:11]1[C:20]2[C:15](=[C:16]([O:23][CH:24]3[CH2:28][CH2:27][CH2:26][CH2:25]3)[C:17]([O:21][CH3:22])=[CH:18][CH:19]=2)[O:14][C:13](=[O:29])[CH:12]=1, predict the reaction product. The product is: [Cl:1][C:2]1[CH:8]=[CH:7][CH:6]=[C:5]([CH3:9])[C:3]=1[NH:4][C:11]1[C:20]2[C:15](=[C:16]([O:23][CH:24]3[CH2:28][CH2:27][CH2:26][CH2:25]3)[C:17]([O:21][CH3:22])=[CH:18][CH:19]=2)[O:14][C:13](=[O:29])[CH:12]=1. (4) Given the reactants C([O:8][C:9]([C:11]1[CH:44]=[CH:43][C:14]([O:15][C@H:16]2[C:19]([CH2:22][CH3:23])([CH2:20][CH3:21])[C:18](=[O:24])[N:17]2[C:25]([NH:27][C@@H:28]([C:32]2[CH:37]=[CH:36][C:35]([O:38][C:39]([F:42])([F:41])[F:40])=[CH:34][CH:33]=2)[CH2:29][CH:30]=[CH2:31])=[O:26])=[CH:13][CH:12]=1)=[O:10])C1C=CC=CC=1.CCOC(C)=O, predict the reaction product. The product is: [C:9]([C:11]1[CH:12]=[CH:13][C:14]([O:15][C@H:16]2[C:19]([CH2:20][CH3:21])([CH2:22][CH3:23])[C:18](=[O:24])[N:17]2[C:25]([NH:27][C@@H:28]([C:32]2[CH:37]=[CH:36][C:35]([O:38][C:39]([F:40])([F:41])[F:42])=[CH:34][CH:33]=2)[CH2:29][CH2:30][CH3:31])=[O:26])=[CH:43][CH:44]=1)([OH:10])=[O:8]. (5) Given the reactants [Cl:1][C:2]1[CH:7]=[CH:6][C:5]([CH:8](O)[C:9]#[CH:10])=[CH:4][CH:3]=1.C([SiH](CC)CC)C.FC(F)(F)C(O)=O.C(=O)(O)[O-].[Na+], predict the reaction product. The product is: [Cl:1][C:2]1[CH:7]=[CH:6][C:5]([CH2:8][C:9]#[CH:10])=[CH:4][CH:3]=1. (6) Given the reactants [CH3:1][C@@H:2]1[CH2:10][C:9]2[C:4](=[CH:5][CH:6]=[CH:7][CH:8]=2)[NH:3]1.[CH:11]1([N:19]=[C:20]=[O:21])[CH2:18][CH2:17][CH2:16][CH2:15][CH2:14][CH2:13][CH2:12]1, predict the reaction product. The product is: [CH:11]1([NH:19][C:20]([N:3]2[C:4]3[C:9](=[CH:8][CH:7]=[CH:6][CH:5]=3)[CH2:10][C@H:2]2[CH3:1])=[O:21])[CH2:18][CH2:17][CH2:16][CH2:15][CH2:14][CH2:13][CH2:12]1. (7) Given the reactants [N+:1]([C:4]1[CH:9]=[CH:8][CH:7]=[C:6]([O:10][Si:11]([CH:18]([CH3:20])[CH3:19])([CH:15]([CH3:17])[CH3:16])[CH:12]([CH3:14])[CH3:13])[C:5]=1[NH2:21])([O-])=O, predict the reaction product. The product is: [CH:18]([Si:11]([CH:12]([CH3:14])[CH3:13])([CH:15]([CH3:17])[CH3:16])[O:10][C:6]1[CH:7]=[CH:8][CH:9]=[C:4]([NH2:1])[C:5]=1[NH2:21])([CH3:20])[CH3:19].